From a dataset of Reaction yield outcomes from USPTO patents with 853,638 reactions. Predict the reaction yield, written as a fraction of the theoretical maximum amount of product (1.0 means a 100% yield; for example, 0.34 means a 34% yield). (1) The reactants are Br[C:2]1[CH:11]=[N:10][CH:9]=[C:8]2[C:3]=1[CH:4]=[C:5]([C:12]([O-:14])=[O:13])[CH:6]=[N:7]2.C1(C2C3C(=CC=CC=3)C=CC=2P([C:55]2[CH:60]=CC=CC=2)C2C=CC=CC=2)C2C(=CC=CC=2)C=CC=1P(C1C=CC=CC=1)C1C=CC=CC=1.C(=O)([O-])[O-].[Cs+].[Cs+].[NH:67]1[CH2:72][CH2:71][O:70][CH2:69][CH2:68]1. The catalyst is C1(C)C=CC=CC=1.C([O-])(=O)C.[Pd+2].C([O-])(=O)C. The product is [O:70]1[CH2:71][CH2:72][N:67]([C:2]2[CH:11]=[N:10][CH:9]=[C:8]3[C:3]=2[CH:4]=[C:5]([C:12]([O:14][CH2:60][CH3:55])=[O:13])[CH:6]=[N:7]3)[CH2:68][CH2:69]1. The yield is 0.970. (2) The reactants are [NH2:1][C:2]1[N:11]=[C:10]([NH2:12])[C:9]2[C:4](=[N:5][CH:6]=[C:7]([CH2:13][N:14]([CH3:24])[C:15]3[CH:16]=[C:17]([CH:21]=[CH:22][CH:23]=3)[C:18]([OH:20])=O)[N:8]=2)[N:3]=1.[NH3:25].CCOC(C)=O. The catalyst is CC(N(C)C)=O. The product is [NH2:1][C:2]1[N:11]=[C:10]([NH2:12])[C:9]2[C:4](=[N:5][CH:6]=[C:7]([CH2:13][N:14]([CH3:24])[C:15]3[CH:16]=[C:17]([CH:21]=[CH:22][CH:23]=3)[C:18]([NH2:25])=[O:20])[N:8]=2)[N:3]=1. The yield is 0.270. (3) The reactants are [NH:1]1[CH2:6][CH2:5][CH2:4][C@@H:3]([NH:7][C:8](=[O:14])[O:9][C:10]([CH3:13])([CH3:12])[CH3:11])[CH2:2]1.[Br:15][C:16]1[C:17](F)=[C:18]2[C:24]([NH:25][C:26]([C:28]3([O:31][CH3:32])[CH2:30][CH2:29]3)=[O:27])=[CH:23][NH:22][C:19]2=[N:20][CH:21]=1.CC#N.O. The catalyst is CCCCO.O. The product is [Br:15][C:16]1[C:17]([N:1]2[CH2:6][CH2:5][CH2:4][C@@H:3]([NH:7][C:8](=[O:14])[O:9][C:10]([CH3:11])([CH3:13])[CH3:12])[CH2:2]2)=[C:18]2[C:24]([NH:25][C:26]([C:28]3([O:31][CH3:32])[CH2:30][CH2:29]3)=[O:27])=[CH:23][NH:22][C:19]2=[N:20][CH:21]=1. The yield is 0.330. (4) The reactants are Br[C:2]1[CH:10]=[CH:9][C:8]([N+:11]([O-:13])=[O:12])=[C:7]2[C:3]=1[CH2:4][N:5]([CH3:15])[C:6]2=[O:14].[NH:16]1[CH2:25][CH2:24][CH:19]([C:20]([O:22][CH3:23])=[O:21])[CH2:18][CH2:17]1.CCN(C(C)C)C(C)C. The catalyst is CN(C=O)C. The product is [CH3:15][N:5]1[CH2:4][C:3]2[C:7](=[C:8]([N+:11]([O-:13])=[O:12])[CH:9]=[CH:10][C:2]=2[N:16]2[CH2:25][CH2:24][CH:19]([C:20]([O:22][CH3:23])=[O:21])[CH2:18][CH2:17]2)[C:6]1=[O:14]. The yield is 0.0840. (5) The reactants are Br[CH:2]([C:4]1[CH:9]=[CH:8][C:7]([C:10](=[O:12])[CH3:11])=[CH:6][CH:5]=1)[CH3:3].[Cl:13][C:14]1[CH:15]=[C:16]2[C:21](=[CH:22][CH:23]=1)[O:20][C:19](=[O:24])[CH:18]=[C:17]2[NH:25][CH:26]1[CH2:31][CH2:30][NH:29][CH2:28][CH2:27]1.C([O-])([O-])=O.[Cs+].[Cs+]. The catalyst is C1COCC1. The product is [C:10]([C:7]1[CH:8]=[CH:9][C:4]([CH:2]([N:29]2[CH2:30][CH2:31][CH:26]([NH:25][C:17]3[C:16]4[C:21](=[CH:22][CH:23]=[C:14]([Cl:13])[CH:15]=4)[O:20][C:19](=[O:24])[CH:18]=3)[CH2:27][CH2:28]2)[CH3:3])=[CH:5][CH:6]=1)(=[O:12])[CH3:11]. The yield is 0.0400. (6) The reactants are [CH2:1]([O:8][C:9]1[N:17]=[C:16]([C:18]2[CH:23]=[CH:22][C:21]([N:24]([CH3:26])[CH3:25])=[CH:20][CH:19]=2)[C:15]([CH:27]=[O:28])=[C:14]([O:29][CH2:30][C:31]2[CH:36]=[CH:35][CH:34]=[CH:33][CH:32]=2)[C:10]=1[C:11]([O-:13])=[O:12])[C:2]1[CH:7]=[CH:6][CH:5]=[CH:4][CH:3]=1.[BH4-].[Na+]. The catalyst is CCO.C1COCC1. The product is [CH2:1]([O:8][C:9]1[N:17]=[C:16]([C:18]2[CH:23]=[CH:22][C:21]([N:24]([CH3:26])[CH3:25])=[CH:20][CH:19]=2)[C:15]([CH2:27][OH:28])=[C:14]([O:29][CH2:30][C:31]2[CH:36]=[CH:35][CH:34]=[CH:33][CH:32]=2)[C:10]=1[C:11]([O:13][CH2:1][C:2]1[CH:7]=[CH:6][CH:5]=[CH:4][CH:3]=1)=[O:12])[C:2]1[CH:3]=[CH:4][CH:5]=[CH:6][CH:7]=1. The yield is 0.900.